Dataset: Peptide-MHC class I binding affinity with 185,985 pairs from IEDB/IMGT. Task: Regression. Given a peptide amino acid sequence and an MHC pseudo amino acid sequence, predict their binding affinity value. This is MHC class I binding data. (1) The MHC is HLA-A11:01 with pseudo-sequence HLA-A11:01. The binding affinity (normalized) is 0.267. The peptide sequence is IADMGHLKY. (2) The peptide sequence is QLKQRDALF. The MHC is HLA-B35:01 with pseudo-sequence HLA-B35:01. The binding affinity (normalized) is 0.537. (3) The peptide sequence is SEIDLILGY. The MHC is HLA-B58:02 with pseudo-sequence HLA-B58:02. The binding affinity (normalized) is 0.130. (4) The peptide sequence is KTKPPLPSVKK. The MHC is HLA-B45:01 with pseudo-sequence HLA-B45:01. The binding affinity (normalized) is 0. (5) The peptide sequence is VYFVLTDRF. The MHC is HLA-A26:01 with pseudo-sequence HLA-A26:01. The binding affinity (normalized) is 0.0847. (6) The peptide sequence is REVKTIKVF. The MHC is HLA-B40:02 with pseudo-sequence HLA-B40:02. The binding affinity (normalized) is 0.631. (7) The peptide sequence is MEFWLVAAL. The MHC is HLA-B08:01 with pseudo-sequence HLA-B08:01. The binding affinity (normalized) is 0.0847. (8) The peptide sequence is MIKNLTQLFK. The MHC is Patr-A0101 with pseudo-sequence Patr-A0101. The binding affinity (normalized) is 0.406.